Dataset: NCI-60 drug combinations with 297,098 pairs across 59 cell lines. Task: Regression. Given two drug SMILES strings and cell line genomic features, predict the synergy score measuring deviation from expected non-interaction effect. (1) Drug 1: C1=CN(C(=O)N=C1N)C2C(C(C(O2)CO)O)O.Cl. Cell line: K-562. Drug 2: CC1C(C(CC(O1)OC2CC(CC3=C2C(=C4C(=C3O)C(=O)C5=CC=CC=C5C4=O)O)(C(=O)C)O)N)O. Synergy scores: CSS=40.9, Synergy_ZIP=-9.96, Synergy_Bliss=-18.0, Synergy_Loewe=2.28, Synergy_HSA=-9.90. (2) Drug 1: CC1=C(C(CCC1)(C)C)C=CC(=CC=CC(=CC(=O)O)C)C. Drug 2: CNC(=O)C1=NC=CC(=C1)OC2=CC=C(C=C2)NC(=O)NC3=CC(=C(C=C3)Cl)C(F)(F)F. Cell line: K-562. Synergy scores: CSS=9.57, Synergy_ZIP=15.7, Synergy_Bliss=19.6, Synergy_Loewe=8.24, Synergy_HSA=10.9. (3) Drug 1: C1CCN(CC1)CCOC2=CC=C(C=C2)C(=O)C3=C(SC4=C3C=CC(=C4)O)C5=CC=C(C=C5)O. Drug 2: C1CN(CCN1C(=O)CCBr)C(=O)CCBr. Cell line: CCRF-CEM. Synergy scores: CSS=23.5, Synergy_ZIP=0.594, Synergy_Bliss=3.86, Synergy_Loewe=-1.87, Synergy_HSA=1.35.